This data is from Reaction yield outcomes from USPTO patents with 853,638 reactions. The task is: Predict the reaction yield, written as a fraction of the theoretical maximum amount of product (1.0 means a 100% yield; for example, 0.34 means a 34% yield). (1) The reactants are CC1(C)CCCC(C)(C)N1.C([Li])CCC.CCCCCC.CC1(C)CCCC(C)(C)N1.[Li].[N:33]1([C:47]([O:49][C:50]([CH3:53])([CH3:52])[CH3:51])=[O:48])[CH2:38][CH2:37][C:36]2([C:43]3[S:44][CH:45]=[CH:46][C:42]=3[CH2:41][CH2:40][O:39]2)[CH2:35][CH2:34]1.C1C=CC(S(N(S(C2C=CC=CC=2)(=O)=O)[F:64])(=O)=O)=CC=1.[Cl-].[NH4+]. The catalyst is O1CCCC1.O. The product is [F:64][C:45]1[S:44][C:43]2[C:36]3([O:39][CH2:40][CH2:41][C:42]=2[CH:46]=1)[CH2:35][CH2:34][N:33]([C:47]([O:49][C:50]([CH3:53])([CH3:52])[CH3:51])=[O:48])[CH2:38][CH2:37]3. The yield is 0.500. (2) The reactants are Cl.[C:2]([N:5]1[CH2:10][CH2:9][N:8]([C:11]([O:13][C:14]([CH3:17])([CH3:16])[CH3:15])=[O:12])[CH2:7][CH2:6]1)(=[NH:4])[NH2:3].Cl[C:19]1[N:29]=[CH:28][CH:27]=[CH:26][C:20]=1[C:21](OCC)=[O:22].CC(C)([O-])C.[K+]. The catalyst is CN(C=O)C.O. The product is [O:22]=[C:21]1[NH:3][C:2]([N:5]2[CH2:6][CH2:7][N:8]([C:11]([O:13][C:14]([CH3:17])([CH3:16])[CH3:15])=[O:12])[CH2:9][CH2:10]2)=[N:4][C:19]2[N:29]=[CH:28][CH:27]=[CH:26][C:20]1=2. The yield is 0.590. (3) The catalyst is O.CCOC(C)=O.O1CCOCC1. The yield is 0.790. The product is [Cl:6][C:7]1[CH:34]=[CH:33][C:10]2[N:11]([C:14]3[N:15]=[C:16]4[C:22]([C:23]([OH:36])=[O:24])=[CH:21][N:20]([CH2:25][O:26][CH2:27][CH2:28][Si:29]([CH3:30])([CH3:31])[CH3:32])[C:17]4=[N:18][CH:19]=3)[CH:12]=[N:13][C:9]=2[CH:8]=1. The reactants are S(=O)(=O)(O)N.[Cl:6][C:7]1[CH:34]=[CH:33][C:10]2[N:11]([C:14]3[N:15]=[C:16]4[C:22]([CH:23]=[O:24])=[CH:21][N:20]([CH2:25][O:26][CH2:27][CH2:28][Si:29]([CH3:32])([CH3:31])[CH3:30])[C:17]4=[N:18][CH:19]=3)[CH:12]=[N:13][C:9]=2[CH:8]=1.Cl([O-])=[O:36].[Na+].P([O-])(O)(O)=O.[K+]. (4) The reactants are Cl.[CH3:2][O:3][C:4]([C:6]1[S:7][CH:8]=[CH:9][C:10]=1[S:11](=[O:44])(=[O:43])[NH:12][C:13]1[CH:18]=[CH:17][C:16]([F:19])=[C:15]([NH:20][C:21]2[C:26]([C:27]3[N:35]=[CH:34][N:33]=[C:32]4[C:28]=3[N:29]=[CH:30][N:31]4C3CCCCO3)=[CH:25][CH:24]=[CH:23][N:22]=2)[C:14]=1[F:42])=[O:5]. No catalyst specified. The product is [CH3:2][O:3][C:4]([C:6]1[S:7][CH:8]=[CH:9][C:10]=1[S:11](=[O:44])(=[O:43])[NH:12][C:13]1[CH:18]=[CH:17][C:16]([F:19])=[C:15]([NH:20][C:21]2[C:26]([C:27]3[N:35]=[CH:34][N:33]=[C:32]4[C:28]=3[N:29]=[CH:30][NH:31]4)=[CH:25][CH:24]=[CH:23][N:22]=2)[C:14]=1[F:42])=[O:5]. The yield is 0.870. (5) The reactants are [CH:1]1([CH2:6][C:7]([OH:9])=O)[CH2:5][CH2:4][CH:3]=[CH:2]1.C(N(CC)C(C)C)(C)C.[F:19][C:20]1[CH:25]=[C:24]([N:26]2[CH2:31][CH2:30][O:29][CH2:28][CH2:27]2)[CH:23]=[C:22]([F:32])[C:21]=1[NH2:33].C(OCC)(=O)C. The catalyst is CN(C)C=O. The product is [CH:1]1([CH2:6][C:7]([NH:33][C:21]2[C:20]([F:19])=[CH:25][C:24]([N:26]3[CH2:31][CH2:30][O:29][CH2:28][CH2:27]3)=[CH:23][C:22]=2[F:32])=[O:9])[CH2:5][CH2:4][CH:3]=[CH:2]1. The yield is 0.710. (6) The reactants are [Na:1].[CH3:2][C:3]1[C:4]([CH2:22][S:23]([C:25]2[NH:29][C:28]3[CH:30]=[CH:31][CH:32]=[CH:33][C:27]=3[N:26]=2)=[O:24])=[N:5][CH:6]=[CH:7][C:8]=1[O:9][CH2:10]C1(C)OCC2(OCCO2)CO1.ClC1C=C[N+]([O-])=C(C)C=1C.[CH3:44][O:45][CH2:46][C:47]1([CH2:52]CO)[O:51][CH2:50][CH2:49][O:48]1. No catalyst specified. The product is [Na:1].[CH3:44][O:45][CH2:46][C:47]1([CH2:52][CH2:10][O:9][C:8]2[CH:7]=[CH:6][N:5]=[C:4]([CH2:22][S:23]([C:25]3[NH:29][C:28]4[CH:30]=[CH:31][CH:32]=[CH:33][C:27]=4[N:26]=3)=[O:24])[C:3]=2[CH3:2])[O:51][CH2:50][CH2:49][O:48]1. The yield is 0.0390. (7) The reactants are Cl[C:2]1[N:7]=[C:6]([C:8]2[C:16]3[C:11](=[CH:12][N:13]=[C:14]([C:17]4[CH:18]=[N:19][N:20]([CH3:22])[CH:21]=4)[CH:15]=3)[N:10]([CH:23]3[CH2:28][CH2:27][CH2:26][CH2:25][O:24]3)[N:9]=2)[CH:5]=[CH:4][CH:3]=1.CC1(C)C(C)(C)OB([C:37]2[CH2:42][CH2:41][N:40]([C:43]([O:45][C:46]([CH3:49])([CH3:48])[CH3:47])=[O:44])[CH2:39][CH:38]=2)O1.C(=O)([O-])[O-].[Cs+].[Cs+].ClCCl. The catalyst is CCOC(C)=O.C1C=CC(P(C2C=CC=CC=2)[C-]2C=CC=C2)=CC=1.C1C=CC(P(C2C=CC=CC=2)[C-]2C=CC=C2)=CC=1.Cl[Pd]Cl.[Fe+2].CN(C)C=O. The product is [CH3:22][N:20]1[CH:21]=[C:17]([C:14]2[CH:15]=[C:16]3[C:8]([C:6]4[N:7]=[C:2]([C:37]5[CH2:42][CH2:41][N:40]([C:43]([O:45][C:46]([CH3:49])([CH3:48])[CH3:47])=[O:44])[CH2:39][CH:38]=5)[CH:3]=[CH:4][CH:5]=4)=[N:9][N:10]([CH:23]4[CH2:28][CH2:27][CH2:26][CH2:25][O:24]4)[C:11]3=[CH:12][N:13]=2)[CH:18]=[N:19]1. The yield is 0.350.